From a dataset of Catalyst prediction with 721,799 reactions and 888 catalyst types from USPTO. Predict which catalyst facilitates the given reaction. Reactant: [CH3:1][C:2]1[C:7]([C:8]#[N:9])=[C:6](Cl)[N:5]=[C:4]([CH3:11])[CH:3]=1.O.O.O.[O-:15][C:16]1[CH:21]=[CH:20][CH:19]=[CH:18][CH:17]=1.[Na+]. Product: [CH3:1][C:2]1[C:7]([C:8]#[N:9])=[C:6]([O:15][C:16]2[CH:21]=[CH:20][CH:19]=[CH:18][CH:17]=2)[N:5]=[C:4]([CH3:11])[CH:3]=1. The catalyst class is: 1.